This data is from Full USPTO retrosynthesis dataset with 1.9M reactions from patents (1976-2016). The task is: Predict the reactants needed to synthesize the given product. (1) Given the product [Si:1]([O:8][C@@H:9]1[C@@:29]2([CH3:30])[C:13](=[CH:14][CH:15]=[C:16]3[C@@H:28]2[CH2:27][CH2:26][C@@:25]2([CH3:31])[C@H:17]3[CH2:18][CH:19]=[C:20]2[C:21]([O:24][CH2:69][C:70]([CH2:73][CH3:74])([OH:68])[CH2:71][CH3:72])([CH3:23])[CH3:22])[CH2:12][C@@H:11]([O:32][Si:33]([C:36]([CH3:39])([CH3:38])[CH3:37])([CH3:34])[CH3:35])[CH2:10]1)([C:4]([CH3:7])([CH3:6])[CH3:5])([CH3:3])[CH3:2].[Si:1]([O:8][C@@H:9]1[C@@:29]2([CH3:30])[C:13](=[CH:14][CH:15]=[C:16]3[C@@H:28]2[CH2:27][CH2:26][C@@:25]2([CH3:31])[C@H:17]3[CH2:18][CH:19]=[C:20]2[C:21]([OH:24])([CH3:23])[CH3:22])[CH2:12][C@@H:11]([O:32][Si:33]([C:36]([CH3:39])([CH3:38])[CH3:37])([CH3:34])[CH3:35])[CH2:10]1)([C:4]([CH3:7])([CH3:6])[CH3:5])([CH3:3])[CH3:2], predict the reactants needed to synthesize it. The reactants are: [Si:1]([O:8][C@@H:9]1[C@@:29]2([CH3:30])[C:13](=[CH:14][CH:15]=[C:16]3[C@@H:28]2[CH2:27][CH2:26][C@@:25]2([CH3:31])[C@H:17]3[CH2:18][CH:19]=[C:20]2[C:21]([OH:24])([CH3:23])[CH3:22])[CH2:12][C@@H:11]([O:32][Si:33]([C:36]([CH3:39])([CH3:38])[CH3:37])([CH3:35])[CH3:34])[CH2:10]1)([C:4]([CH3:7])([CH3:6])[CH3:5])([CH3:3])[CH3:2].[H-].[K+].C1OCCOC2C(=CC=CC=2)OCCOCCOC2C(=CC=CC=2)OC1.[O:68]1[C:70]([CH2:73][CH3:74])([CH2:71][CH3:72])[CH2:69]1. (2) Given the product [CH2:1]([O:8][C:9]1[CH:10]=[C:11]2[C:16](=[CH:17][C:18]=1[O:19][CH3:20])[N:15]=[CH:14][C:13]([C:21]([NH2:23])=[O:22])=[C:12]2[NH:25][C:26]1[CH:33]=[CH:32][CH:31]=[C:28]([CH2:29][OH:30])[C:27]=1[CH3:34])[C:2]1[CH:7]=[CH:6][CH:5]=[CH:4][CH:3]=1, predict the reactants needed to synthesize it. The reactants are: [CH2:1]([O:8][C:9]1[CH:10]=[C:11]2[C:16](=[CH:17][C:18]=1[O:19][CH3:20])[N:15]=[CH:14][C:13]([C:21]([NH2:23])=[O:22])=[C:12]2Cl)[C:2]1[CH:7]=[CH:6][CH:5]=[CH:4][CH:3]=1.[NH2:25][C:26]1[C:27]([CH3:34])=[C:28]([CH:31]=[CH:32][CH:33]=1)[CH2:29][OH:30].C(O)(=O)C.[OH-].[Na+]. (3) Given the product [Cl:3][C:4]1[N:9]2[CH:10]=[C:11]([CH2:13][O:14][C:15]3[CH:16]=[CH:17][C:18]([CH2:19][OH:20])=[CH:21][CH:22]=3)[N:12]=[C:8]2[CH:7]=[CH:6][CH:5]=1, predict the reactants needed to synthesize it. The reactants are: [BH4-].[Na+].[Cl:3][C:4]1[N:9]2[CH:10]=[C:11]([CH2:13][O:14][C:15]3[CH:22]=[CH:21][C:18]([CH:19]=[O:20])=[CH:17][CH:16]=3)[N:12]=[C:8]2[CH:7]=[CH:6][CH:5]=1.O1CCCC1.O. (4) Given the product [F:20][C:7]1[C:8]([C:10]2[C:11]([O:18][CH3:19])=[N:12][C:13]([CH3:17])=[CH:14][C:15]=2[CH3:16])=[CH:9][C:4]2[NH:33][C:31](=[O:32])[C:22]3[CH:23]=[N:24][N:25]([C@H:26]4[CH2:30][CH2:29][O:28][CH2:27]4)[C:21]=3[C:5]=2[CH:6]=1, predict the reactants needed to synthesize it. The reactants are: [OH-].[Na+].F[C:4]1[CH:9]=[C:8]([C:10]2[C:11]([O:18][CH3:19])=[N:12][C:13]([CH3:17])=[CH:14][C:15]=2[CH3:16])[C:7]([F:20])=[CH:6][C:5]=1[C:21]1[N:25]([C@H:26]2[CH2:30][CH2:29][O:28][CH2:27]2)[N:24]=[CH:23][C:22]=1[C:31]([NH2:33])=[O:32].O.C(O)(=O)C. (5) Given the product [CH3:4][N:2]1[C:23]([NH2:24])=[CH:22][C:21]([C:19]2[CH:18]=[N:17][N:16]([CH3:15])[CH:20]=2)=[N:3]1, predict the reactants needed to synthesize it. The reactants are: Cl.[NH:2]([C:4]1C=C(C=CC=1)C(OCC)=O)[NH2:3].[CH3:15][N:16]1[CH:20]=[C:19]([C:21](=O)[CH2:22][C:23]#[N:24])[CH:18]=[N:17]1. (6) Given the product [CH3:1][C:2]1[CH:7]=[C:6]([N:8]2[CH2:12][CH2:11][CH:10]([CH2:13][N:14]3[CH2:18][CH2:17][CH2:16][CH:15]3[CH3:19])[CH2:9]2)[CH:5]=[CH:4][C:3]=1[NH:20][C:30]([C:27]1[CH:28]=[C:29]2[C:24]([CH:23]=[CH:22][NH:21]2)=[CH:25][CH:26]=1)=[O:31], predict the reactants needed to synthesize it. The reactants are: [CH3:1][C:2]1[CH:7]=[C:6]([N:8]2[CH2:12][CH2:11][CH:10]([CH2:13][N:14]3[CH2:18][CH2:17][CH2:16][CH:15]3[CH3:19])[CH2:9]2)[CH:5]=[CH:4][C:3]=1[NH2:20].[NH:21]1[C:29]2[C:24](=[CH:25][CH:26]=[C:27]([C:30](O)=[O:31])[CH:28]=2)[CH:23]=[CH:22]1. (7) Given the product [OH:5][CH:3]([CH2:4][O:24][CH2:6][CH2:7][CH2:8][CH2:9][CH2:10][CH2:11][CH2:12][CH2:13]/[CH:14]=[CH:15]\[CH2:16]/[CH:17]=[CH:18]\[CH2:19][CH2:20][CH2:21][CH2:22][CH3:23])[CH2:1][Br:2], predict the reactants needed to synthesize it. The reactants are: [CH2:1]([CH:3]1[O:5][CH2:4]1)[Br:2].[CH2:6]([OH:24])[CH2:7][CH2:8][CH2:9][CH2:10][CH2:11][CH2:12][CH2:13]/[CH:14]=[CH:15]\[CH2:16]/[CH:17]=[CH:18]\[CH2:19][CH2:20][CH2:21][CH2:22][CH3:23].B(F)(F)F.CCOCC. (8) The reactants are: [NH2:1][CH2:2][CH2:3][CH2:4][C@H:5]([NH:9][C:10]([O:12][CH2:13][C:14]1[CH:19]=[CH:18][CH:17]=[CH:16][CH:15]=1)=[O:11])[C:6]([OH:8])=[O:7].O=[C:21]1[CH2:26][CH2:25][N:24]([C:27]([O:29][C:30]([CH3:33])([CH3:32])[CH3:31])=[O:28])[CH2:23][CH2:22]1.[BH3-]C#N.[Na+]. Given the product [CH2:13]([O:12][C:10]([NH:9][C@@H:5]([CH2:4][CH2:3][CH2:2][NH:1][CH:21]1[CH2:26][CH2:25][N:24]([C:27]([O:29][C:30]([CH3:33])([CH3:32])[CH3:31])=[O:28])[CH2:23][CH2:22]1)[C:6]([OH:8])=[O:7])=[O:11])[C:14]1[CH:15]=[CH:16][CH:17]=[CH:18][CH:19]=1, predict the reactants needed to synthesize it.